Dataset: Full USPTO retrosynthesis dataset with 1.9M reactions from patents (1976-2016). Task: Predict the reactants needed to synthesize the given product. (1) Given the product [Cl:36][C:33]1[CH:32]=[CH:31][C:30]([C:19]2[N:20]([CH2:23][C@H:24]([OH:29])[C:25]([F:26])([F:27])[F:28])[C:21](=[O:22])[N:17]([CH2:16][C:15]([NH:14][CH:3]([C:2]3[N:1]=[C:40]([CH3:45])[O:39][N:38]=3)[C:4]3[CH:9]=[CH:8][CH:7]=[C:6]([C:10]([F:11])([F:13])[F:12])[CH:5]=3)=[O:37])[N:18]=2)=[CH:35][CH:34]=1, predict the reactants needed to synthesize it. The reactants are: [NH2:1]/[C:2](=[N:38]\[OH:39])/[CH:3]([NH:14][C:15](=[O:37])[CH2:16][N:17]1[C:21](=[O:22])[N:20]([CH2:23][C@H:24]([OH:29])[C:25]([F:28])([F:27])[F:26])[C:19]([C:30]2[CH:35]=[CH:34][C:33]([Cl:36])=[CH:32][CH:31]=2)=[N:18]1)[C:4]1[CH:9]=[CH:8][CH:7]=[C:6]([C:10]([F:13])([F:12])[F:11])[CH:5]=1.[CH:40]1C=CC2N(O)N=NC=2[CH:45]=1.C(Cl)CCl.C(O)(=O)C.C(N(CC)C(C)C)(C)C. (2) Given the product [CH2:19]([C:26]1[O:30][N:29]=[C:28]([NH:31][C:16]([C:13]2[CH:12]=[CH:11][C:10]3[CH:9]=[C:8]4[C:2](=[O:1])[NH:3][CH2:4][CH2:5][CH2:6][N:7]4[C:15]=3[CH:14]=2)=[O:18])[CH:27]=1)[C:20]1[CH:21]=[CH:22][CH:23]=[CH:24][CH:25]=1, predict the reactants needed to synthesize it. The reactants are: [O:1]=[C:2]1[C:8]2=[CH:9][C:10]3[CH:11]=[CH:12][C:13]([C:16]([OH:18])=O)=[CH:14][C:15]=3[N:7]2[CH2:6][CH2:5][CH2:4][NH:3]1.[CH2:19]([C:26]1[O:30][N:29]=[C:28]([NH2:31])[CH:27]=1)[C:20]1[CH:25]=[CH:24][CH:23]=[CH:22][CH:21]=1.P(Cl)(Cl)(Cl)=O.O.